Dataset: Full USPTO retrosynthesis dataset with 1.9M reactions from patents (1976-2016). Task: Predict the reactants needed to synthesize the given product. (1) Given the product [CH3:1][O:2][C:3](=[O:49])[C:4]1[CH:9]=[CH:8][C:7]([NH:10][C:11]([C:13]2[N:14]([CH:46]([CH3:47])[CH3:48])[C:15]([CH2:31][CH2:32][CH:33]([OH:34])[CH2:38][CH:37]([OH:36])[CH2:39][C:40]([O:42][CH3:43])=[O:41])=[C:16]([C:24]3[CH:29]=[CH:28][C:27]([F:30])=[CH:26][CH:25]=3)[C:17]=2[C:18]2[CH:19]=[CH:20][CH:21]=[CH:22][CH:23]=2)=[O:12])=[N:6][CH:5]=1, predict the reactants needed to synthesize it. The reactants are: [CH3:1][O:2][C:3](=[O:49])[C:4]1[CH:9]=[CH:8][C:7]([NH:10][C:11]([C:13]2[N:14]([CH:46]([CH3:48])[CH3:47])[C:15]([CH2:31][CH2:32][CH:33]3[CH2:38][CH:37]([CH2:39][C:40]([O:42][CH3:43])=[O:41])[O:36]C(C)(C)[O:34]3)=[C:16]([C:24]3[CH:29]=[CH:28][C:27]([F:30])=[CH:26][CH:25]=3)[C:17]=2[C:18]2[CH:23]=[CH:22][CH:21]=[CH:20][CH:19]=2)=[O:12])=[N:6][CH:5]=1.Cl. (2) Given the product [Cl:18][C:15]1[CH:16]=[CH:17][C:12]([C@@:8]2([OH:11])[CH2:9][CH2:10][N:5]([C:3](=[O:4])[C@H:2]([NH:1][C:30]([C@@H:27]3[CH2:28][CH2:29][C:25]([F:33])([F:24])[CH2:26]3)=[O:31])[CH:21]([CH3:23])[CH3:22])[CH2:6][C@@:7]2([OH:20])[CH3:19])=[CH:13][CH:14]=1, predict the reactants needed to synthesize it. The reactants are: [NH2:1][C@H:2]([CH:21]([CH3:23])[CH3:22])[C:3]([N:5]1[CH2:10][CH2:9][C@@:8]([C:12]2[CH:17]=[CH:16][C:15]([Cl:18])=[CH:14][CH:13]=2)([OH:11])[C@:7]([OH:20])([CH3:19])[CH2:6]1)=[O:4].[F:24][C:25]1([F:33])[CH2:29][CH2:28][C@@H:27]([C:30](O)=[O:31])[CH2:26]1.C1C=CC2N(O)N=NC=2C=1.C(Cl)CCl.CCN(C(C)C)C(C)C. (3) Given the product [C:1]([C:5]1[CH:23]=[CH:22][C:8]([CH2:9][NH:10][CH2:11][C:12]([F:20])([F:19])[C:13]2[CH:14]=[CH:15][CH:16]=[CH:17][CH:18]=2)=[CH:7][CH:6]=1)([CH3:4])([CH3:2])[CH3:3], predict the reactants needed to synthesize it. The reactants are: [C:1]([C:5]1[CH:23]=[CH:22][C:8]([CH2:9][NH:10][C:11](=O)[C:12]([F:20])([F:19])[C:13]2[CH:18]=[CH:17][CH:16]=[CH:15][CH:14]=2)=[CH:7][CH:6]=1)([CH3:4])([CH3:3])[CH3:2]. (4) The reactants are: Br[C:2]1[CH:3]=[C:4]2[C:10]([C:11]3[CH:16]=[CH:15][CH:14]=[CH:13][C:12]=3[O:17][CH3:18])=[CH:9][N:8]([S:19]([C:22]3[CH:27]=[CH:26][C:25]([CH3:28])=[CH:24][CH:23]=3)(=[O:21])=[O:20])[C:5]2=[N:6][CH:7]=1.[B:29]1([B:29]2[O:33][C:32]([CH3:35])([CH3:34])[C:31]([CH3:37])([CH3:36])[O:30]2)[O:33][C:32]([CH3:35])([CH3:34])[C:31]([CH3:37])([CH3:36])[O:30]1.C([O-])(=O)C.[Na+].CN(C=O)C. Given the product [CH3:18][O:17][C:12]1[CH:13]=[CH:14][CH:15]=[CH:16][C:11]=1[C:10]1[C:4]2[C:5](=[N:6][CH:7]=[C:2]([B:29]3[O:33][C:32]([CH3:35])([CH3:34])[C:31]([CH3:37])([CH3:36])[O:30]3)[CH:3]=2)[N:8]([S:19]([C:22]2[CH:27]=[CH:26][C:25]([CH3:28])=[CH:24][CH:23]=2)(=[O:21])=[O:20])[CH:9]=1, predict the reactants needed to synthesize it. (5) Given the product [NH2:22][C:20](=[O:21])[C@H:19]([NH:18][C:6]1[N:7]=[C:8]([NH:9][C:10]2[CH:11]=[CH:12][C:13]([C:16](=[O:29])[NH2:17])=[CH:14][CH:15]=2)[C:3]([C:1]([NH2:2])=[O:27])=[N:4][CH:5]=1)[CH2:23][CH:24]([CH3:26])[CH3:25], predict the reactants needed to synthesize it. The reactants are: [C:1]([C:3]1[N:4]=[CH:5][C:6]([NH:18][C@H:19]([CH2:23][CH:24]([CH3:26])[CH3:25])[C:20]([NH2:22])=[O:21])=[N:7][C:8]=1[NH:9][C:10]1[CH:15]=[CH:14][C:13]([C:16]#[N:17])=[CH:12][CH:11]=1)#[N:2].[OH-:27].[Na+].[OH:29]O.CC(O)=O. (6) Given the product [CH2:14]([N:5]([CH2:6][CH:7]([O:11][CH2:12][CH3:13])[O:8][CH2:9][CH3:10])[C:3]([CH:2]([NH:1][C:45](=[O:46])[CH2:44][CH:43]([NH:42][C:41]([NH:40][CH2:33][C:34]1[CH:39]=[CH:38][CH:37]=[CH:36][CH:35]=1)=[O:51])[CH2:48][CH:49]=[CH2:50])[CH2:21][C:22]1[CH:23]=[CH:24][C:25]([O:28][C:29]([CH3:30])([CH3:32])[CH3:31])=[CH:26][CH:27]=1)=[O:4])[C:15]1[CH:16]=[CH:17][CH:18]=[CH:19][CH:20]=1, predict the reactants needed to synthesize it. The reactants are: [NH2:1][CH:2]([CH2:21][C:22]1[CH:27]=[CH:26][C:25]([O:28][C:29]([CH3:32])([CH3:31])[CH3:30])=[CH:24][CH:23]=1)[C:3]([N:5]([CH2:14][C:15]1[CH:20]=[CH:19][CH:18]=[CH:17][CH:16]=1)[CH2:6][CH:7]([O:11][CH2:12][CH3:13])[O:8][CH2:9][CH3:10])=[O:4].[CH2:33]([NH:40][C:41](=[O:51])[NH:42][C@H:43]([CH2:48][CH:49]=[CH2:50])[CH2:44][C:45](O)=[O:46])[C:34]1[CH:39]=[CH:38][CH:37]=[CH:36][CH:35]=1.CCN=C=NCCCN(C)C.C1C=CC2N(O)N=NC=2C=1.CCN(C(C)C)C(C)C.